Regression. Given two drug SMILES strings and cell line genomic features, predict the synergy score measuring deviation from expected non-interaction effect. From a dataset of NCI-60 drug combinations with 297,098 pairs across 59 cell lines. (1) Drug 1: CC1=C2C(C(=O)C3(C(CC4C(C3C(C(C2(C)C)(CC1OC(=O)C(C(C5=CC=CC=C5)NC(=O)OC(C)(C)C)O)O)OC(=O)C6=CC=CC=C6)(CO4)OC(=O)C)OC)C)OC. Drug 2: N.N.Cl[Pt+2]Cl. Cell line: SK-MEL-5. Synergy scores: CSS=48.2, Synergy_ZIP=11.5, Synergy_Bliss=12.1, Synergy_Loewe=-16.7, Synergy_HSA=10.0. (2) Drug 1: CC1CCC2CC(C(=CC=CC=CC(CC(C(=O)C(C(C(=CC(C(=O)CC(OC(=O)C3CCCCN3C(=O)C(=O)C1(O2)O)C(C)CC4CCC(C(C4)OC)OCCO)C)C)O)OC)C)C)C)OC. Drug 2: CC1=C(C(=O)C2=C(C1=O)N3CC4C(C3(C2COC(=O)N)OC)N4)N. Cell line: NCI-H460. Synergy scores: CSS=44.6, Synergy_ZIP=2.18, Synergy_Bliss=-0.752, Synergy_Loewe=-9.68, Synergy_HSA=-4.08.